This data is from Forward reaction prediction with 1.9M reactions from USPTO patents (1976-2016). The task is: Predict the product of the given reaction. (1) Given the reactants Cl[C:2]1[N:3]=[CH:4][C:5](I)=[C:6]2[C:11]=1[N:10]=[C:9]([CH3:12])[CH:8]=[CH:7]2.[N:14]1[CH:19]=[CH:18][C:17](B(O)O)=[CH:16][CH:15]=1.[NH2:23][C:24]1[S:25][CH:26]=[C:27]([CH3:29])[N:28]=1, predict the reaction product. The product is: [CH3:12][C:9]1[CH:8]=[CH:7][C:6]2[C:11](=[C:2]([NH:23][C:24]3[S:25][CH:26]=[C:27]([CH3:29])[N:28]=3)[N:3]=[CH:4][C:5]=2[C:17]2[CH:18]=[CH:19][N:14]=[CH:15][CH:16]=2)[N:10]=1. (2) Given the reactants ClC(Cl)(O[C:5](=[O:11])[O:6][C:7](Cl)(Cl)Cl)Cl.[CH2:13]([N:15](CC)CC)[CH3:14].[F:20][C:21]([F:49])(CO)[CH2:22][N:23]1[C:27]([C:28]2[CH:33]=[CH:32][C:31]([F:34])=[CH:30][CH:29]=2)=[C:26]([C:35]2[CH:36]=[CH:37][C:38]3[O:43][CH2:42][C:41](=[O:44])[NH:40][C:39]=3[CH:45]=2)[C:25]([CH3:46])=[N:24]1.C(N)C, predict the reaction product. The product is: [CH2:13]([NH:15][C:5](=[O:11])[O:6][CH2:7][C:21]([F:20])([F:49])[CH2:22][N:23]1[C:27]([C:28]2[CH:29]=[CH:30][C:31]([F:34])=[CH:32][CH:33]=2)=[C:26]([C:35]2[CH:36]=[CH:37][C:38]3[O:43][CH2:42][C:41](=[O:44])[NH:40][C:39]=3[CH:45]=2)[C:25]([CH3:46])=[N:24]1)[CH3:14]. (3) Given the reactants [NH2:1][C:2]1[CH:6]=[CH:5][S:4][C:3]=1[C:7]([O:9][CH3:10])=[O:8].[Cl:11][C:12]([Cl:19])([Cl:18])[C:13]([N:15]=[C:16]=[O:17])=[O:14], predict the reaction product. The product is: [Cl:11][C:12]([Cl:19])([Cl:18])[C:13]([NH:15][C:16]([NH:1][C:2]1[CH:6]=[CH:5][S:4][C:3]=1[C:7]([O:9][CH3:10])=[O:8])=[O:17])=[O:14]. (4) Given the reactants [C:1](Cl)(=[O:4])[CH2:2][CH3:3].[Br:6][C:7]1[CH:8]=[C:9]([CH:13]([NH2:15])[CH3:14])[CH:10]=[N:11][CH:12]=1.CCN(CC)CC, predict the reaction product. The product is: [Br:6][C:7]1[CH:8]=[C:9]([CH:13]([NH:15][C:1](=[O:4])[CH2:2][CH3:3])[CH3:14])[CH:10]=[N:11][CH:12]=1. (5) Given the reactants Br[C:2]1[CH:3]=[C:4]2[C:9](=[CH:10][CH:11]=1)[C:8](=[O:12])[NH:7][N:6]=[C:5]2[Cl:13].Cl.[O:15]([C:22]1[CH:29]=[CH:28][CH:27]=[CH:26][C:23]=1[CH2:24][NH2:25])[C:16]1[CH:21]=[CH:20][CH:19]=[CH:18][CH:17]=1.C1C=CC(P(C2C(C3C(P(C4C=CC=CC=4)C4C=CC=CC=4)=CC=C4C=3C=CC=C4)=C3C(C=CC=C3)=CC=2)C2C=CC=CC=2)=CC=1.CC([O-])(C)C.[Na+], predict the reaction product. The product is: [Cl:13][C:5]1[C:4]2[C:9](=[CH:10][CH:11]=[C:2]([NH:25][CH2:24][C:23]3[CH:26]=[CH:27][CH:28]=[CH:29][C:22]=3[O:15][C:16]3[CH:21]=[CH:20][CH:19]=[CH:18][CH:17]=3)[CH:3]=2)[C:8](=[O:12])[NH:7][N:6]=1. (6) The product is: [Br:9][CH2:10][CH2:11][CH2:12][CH2:13][O:8][CH:3]1[CH2:7][CH2:6][CH2:5][CH2:4]1. Given the reactants [H-].[Na+].[CH:3]1([OH:8])[CH2:7][CH2:6][CH2:5][CH2:4]1.[Br:9][CH2:10][CH2:11][CH2:12][CH2:13]Br, predict the reaction product. (7) The product is: [CH2:26]([C:11]1[C:12]([C:14]2[CH:19]=[CH:18][C:17]([C:20]([CH2:33][CH3:34])([OH:23])[CH2:21][CH3:22])=[CH:16][C:15]=2[CH2:24][CH3:25])=[CH:13][C:8]([O:7][CH2:6][C:5]2[CH:28]=[CH:29][C:30]([CH2:31][OH:32])=[C:3]([CH2:2][OH:1])[CH:4]=2)=[CH:9][CH:10]=1)[CH3:27]. Given the reactants [OH:1][CH2:2][C:3]1[CH:4]=[C:5]([CH:28]=[CH:29][C:30]=1[CH2:31][OH:32])[CH2:6][O:7][C:8]1[CH:9]=[CH:10][C:11]([CH2:26][CH3:27])=[C:12]([C:14]2[CH:19]=[CH:18][C:17]([C:20](=[O:23])[CH2:21][CH3:22])=[CH:16][C:15]=2[CH2:24][CH3:25])[CH:13]=1.[CH2:33]([Mg]Br)[CH3:34], predict the reaction product. (8) Given the reactants I[C:2]1[N:3]=[CH:4][N:5]2[CH2:10][CH2:9][N:8]([C:11]([O:13][C:14]([CH3:17])([CH3:16])[CH3:15])=[O:12])[CH2:7][C:6]=12.[F:18][C:19]1[CH:24]=[CH:23][C:22](B(O)O)=[CH:21][CH:20]=1.C([O-])([O-])=O.[K+].[K+], predict the reaction product. The product is: [F:18][C:19]1[CH:24]=[CH:23][C:22]([C:2]2[N:3]=[CH:4][N:5]3[CH2:10][CH2:9][N:8]([C:11]([O:13][C:14]([CH3:17])([CH3:16])[CH3:15])=[O:12])[CH2:7][C:6]=23)=[CH:21][CH:20]=1. (9) Given the reactants [F:1][C:2]([F:26])([C:22]([F:25])([F:24])[F:23])[CH2:3][O:4][C:5]1[CH:10]=[CH:9][C:8]([N:11]2[C:16](=[O:17])[C:15]3[CH:18]=[CH:19][NH:20][C:14]=3[NH:13][C:12]2=[S:21])=[CH:7][CH:6]=1.I[CH2:28][CH3:29].C(=O)([O-])O.[Na+], predict the reaction product. The product is: [CH2:28]([S:21][C:12]1[N:11]([C:8]2[CH:9]=[CH:10][C:5]([O:4][CH2:3][C:2]([F:1])([F:26])[C:22]([F:23])([F:24])[F:25])=[CH:6][CH:7]=2)[C:16](=[O:17])[C:15]2[CH:18]=[CH:19][NH:20][C:14]=2[N:13]=1)[CH3:29]. (10) The product is: [CH2:1]1[C:9]2[C:4](=[CH:5][CH:6]=[CH:7][CH:8]=2)[CH2:3][CH:2]1[N:10]([C:19]1[S:20][CH:21]=[CH:22][N:23]=1)[CH2:11][CH2:12][CH:13]1[CH2:18][CH2:17][CH2:16][CH2:15][N:14]1[CH3:28]. Given the reactants [CH2:1]1[C:9]2[C:4](=[CH:5][CH:6]=[CH:7][CH:8]=2)[CH2:3][CH:2]1[N:10]([C:19]1[S:20][CH:21]=[CH:22][N:23]=1)[CH2:11][CH2:12][CH:13]1[CH2:18][CH2:17][CH2:16][CH2:15][NH:14]1.C=O.[BH-](OC(C)=O)(OC(C)=O)O[C:28](C)=O.[Na+].C(O)(=O)C, predict the reaction product.